From a dataset of Full USPTO retrosynthesis dataset with 1.9M reactions from patents (1976-2016). Predict the reactants needed to synthesize the given product. (1) Given the product [CH3:1][O:2][C:3]1[N:8]=[C:7]([N:9]2[C:13]3=[N:14][CH:15]=[N:16][C:17]([NH:18][N:19]=[CH:20][C:43]4[CH:42]=[CH:41][CH:40]=[N:39][CH:38]=4)=[C:12]3[CH:11]=[N:10]2)[CH:6]=[CH:5][CH:4]=1.[CH:40](=[O:44])[C:22]1[CH:21]=[CH:26][CH:25]=[N:24][CH:23]=1, predict the reactants needed to synthesize it. The reactants are: [CH3:1][O:2][C:3]1[N:8]=[C:7]([N:9]2[C:13]3=[N:14][CH:15]=[N:16][C:17]([NH:18][N:19]=[CH:20][C:21]4[CH:26]=[CH:25][N:24]=[CH:23][CH:22]=4)=[C:12]3[CH:11]=[N:10]2)[CH:6]=[CH:5][CH:4]=1.N(C1N=CN=C2N([C:38]3[CH:43]=[CH:42][CH:41]=[C:40]([O:44]C)[N:39]=3)N=CC=12)N. (2) The reactants are: [F:1][C:2]([F:16])([F:15])[C:3](=[O:14])[CH2:4][C:5]([C:7]1[CH:12]=[CH:11][C:10](Br)=[CH:9][CH:8]=1)=[O:6].[O:17]1[CH:21]=[CH:20][CH:19]=[C:18]1B(O)O.C([O-])(O)=O.[Na+]. Given the product [F:1][C:2]([F:16])([F:15])[C:3](=[O:14])[CH2:4][C:5]([C:7]1[CH:12]=[CH:11][C:10]([C:18]2[O:17][CH:21]=[CH:20][CH:19]=2)=[CH:9][CH:8]=1)=[O:6], predict the reactants needed to synthesize it. (3) Given the product [F:1][C:2]1[CH:7]=[CH:6][C:5]([C:8](=[CH2:22])[C:9]([C:11]2[CH:16]=[CH:15][CH:14]=[C:13]([C:17]([F:18])([F:19])[F:20])[CH:12]=2)=[O:10])=[CH:4][CH:3]=1, predict the reactants needed to synthesize it. The reactants are: [F:1][C:2]1[CH:7]=[CH:6][C:5]([CH2:8][C:9]([C:11]2[CH:16]=[CH:15][CH:14]=[C:13]([C:17]([F:20])([F:19])[F:18])[CH:12]=2)=[O:10])=[CH:4][CH:3]=1.N1CCCC[CH2:22]1.C(O)(=O)C. (4) Given the product [CH3:27][O:26][CH2:25][C:24]([CH2:29][O:30][CH3:31])([CH3:28])[C:23]([NH:22][CH2:21][CH2:20][CH2:19][N:18]([CH3:33])[CH2:17][CH2:16][C@:2]1([O:1][C:42](=[O:46])[CH:43]([CH3:45])[CH3:44])[CH2:7][C@H:6]2[CH2:8][CH2:9][C@@H:3]1[CH:4]=[C:5]2[C:10]1[CH:15]=[CH:14][CH:13]=[CH:12][CH:11]=1)=[O:32], predict the reactants needed to synthesize it. The reactants are: [OH:1][C@@:2]1([CH2:16][CH2:17][N:18]([CH3:33])[CH2:19][CH2:20][CH2:21][NH:22][C:23](=[O:32])[C:24]([CH2:29][O:30][CH3:31])([CH3:28])[CH2:25][O:26][CH3:27])[CH2:7][C@H:6]2[CH2:8][CH2:9][C@@H:3]1[CH:4]=[C:5]2[C:10]1[CH:15]=[CH:14][CH:13]=[CH:12][CH:11]=1.CCOCC.[Mg+2].[Br-].[Br-].[C:42](O[C:42](=[O:46])[CH:43]([CH3:45])[CH3:44])(=[O:46])[CH:43]([CH3:45])[CH3:44]. (5) Given the product [C:1]1([CH:7]=[CH:8][C:9]([NH:11][C@H:12]([C:14]2[CH:19]=[CH:18][CH:17]=[C:16]([OH:20])[CH:15]=2)[CH3:13])=[O:10])[CH:6]=[CH:5][CH:4]=[CH:3][CH:2]=1, predict the reactants needed to synthesize it. The reactants are: [C:1]1([CH:7]=[CH:8][C:9]([NH:11][C@H:12]([C:14]2[CH:19]=[CH:18][CH:17]=[C:16]([O:20]C)[CH:15]=2)[CH3:13])=[O:10])[CH:6]=[CH:5][CH:4]=[CH:3][CH:2]=1.B(Br)(Br)Br.O.